From a dataset of Full USPTO retrosynthesis dataset with 1.9M reactions from patents (1976-2016). Predict the reactants needed to synthesize the given product. (1) Given the product [NH2:9][C:5]1[C:6]([C:1]([O:24][CH2:22][CH3:23])=[O:2])=[CH:7][N:11]=[C:10]([CH2:12][CH3:13])[N:8]=1, predict the reactants needed to synthesize it. The reactants are: [CH3:1][O-:2].[Na+].Cl.[C:5](=[NH:9])([NH2:8])[CH2:6][CH3:7].[C:10]([C:12](=COCC)[C:13](OCC)=O)#[N:11].[CH2:22]([OH:24])[CH3:23]. (2) Given the product [C:5]([O:4][C:2](=[O:3])[NH:9][C@@H:10]([C:15](=[O:17])[N:20]([CH3:21])[CH3:18])[CH2:11][CH:12]([CH3:14])[CH3:13])([CH3:8])([CH3:7])[CH3:6], predict the reactants needed to synthesize it. The reactants are: O.[C:2]([NH:9][C@@H:10]([C:15]([OH:17])=O)[CH2:11][CH:12]([CH3:14])[CH3:13])([O:4][C:5]([CH3:8])([CH3:7])[CH3:6])=[O:3].[CH2:18]([N:20](CC)[CH2:21]C)C.Cl.CNC.C1CN([P+](ON2N=NC3C=CC=CC2=3)(N2CCCC2)N2CCCC2)CC1.F[P-](F)(F)(F)(F)F.